From a dataset of Forward reaction prediction with 1.9M reactions from USPTO patents (1976-2016). Predict the product of the given reaction. (1) The product is: [CH3:10][O:9][C:7](=[O:8])[CH:6]([O:5][C:1]([CH3:3])([CH3:2])[CH3:4])[C:11]1[C:16]([CH3:17])=[CH:15][CH:14]=[C:13]([CH:37]2[CH2:40][CH2:39][CH2:38]2)[C:12]=1[C:26]1[CH:35]=[C:30]2[C:29](=[CH:28][CH:27]=1)[O:34][CH2:33][CH2:32][CH2:31]2. Given the reactants [C:1]([O:5][CH:6]([C:11]1[C:16]([CH3:17])=[CH:15][CH:14]=[C:13](OS(C(F)(F)F)(=O)=O)[C:12]=1[C:26]1[CH:27]=[CH:28][C:29]2[O:34][CH2:33][CH2:32][CH2:31][C:30]=2[CH:35]=1)[C:7]([O:9][CH3:10])=[O:8])([CH3:4])([CH3:3])[CH3:2].[Br-].[C:37]1(=[Zn+])[CH2:40][CH2:39][CH2:38]1.C1(P(C2CCCCC2)C2C=CC=CC=2C2C=CC=CC=2N(C)C)CCCCC1, predict the reaction product. (2) Given the reactants [OH:1][NH:2][C:3](=[NH:17])[C:4]1[CH:9]=[CH:8][C:7]([S:10](=[O:16])(=[O:15])NCCO)=[CH:6][CH:5]=1.C(C1C=CC(S(Cl)(=O)=O)=CC=1)#N.Cl.[CH2:31]([O:33][C:34](=[O:37])[CH2:35][NH2:36])[CH3:32], predict the reaction product. The product is: [CH2:31]([O:33][C:34](=[O:37])[CH2:35][NH:36][S:10]([C:7]1[CH:6]=[CH:5][C:4]([C:3](=[NH:17])[NH:2][OH:1])=[CH:9][CH:8]=1)(=[O:16])=[O:15])[CH3:32]. (3) Given the reactants ClC(Cl)(O[C:5](=[O:11])OC(Cl)(Cl)Cl)Cl.[CH:13]([C:16]1[CH:21]=[CH:20][C:19]([NH2:22])=[CH:18][CH:17]=1)([CH3:15])[CH3:14].C(N(C(C)C)C(C)C)C.C[O:33][C:34](=O)[C:35]([CH3:49])([NH:37][CH2:38][C:39]1[C:48]2[C:43](=[CH:44][CH:45]=[CH:46][CH:47]=2)[N:42]=[CH:41][CH:40]=1)[CH3:36], predict the reaction product. The product is: [CH:13]([C:16]1[CH:21]=[CH:20][C:19]([N:22]2[C:34](=[O:33])[C:35]([CH3:49])([CH3:36])[N:37]([CH2:38][C:39]3[C:48]4[C:43](=[CH:44][CH:45]=[CH:46][CH:47]=4)[N:42]=[CH:41][CH:40]=3)[C:5]2=[O:11])=[CH:18][CH:17]=1)([CH3:15])[CH3:14]. (4) Given the reactants [N:1]([C@H:4]1[C@@H:9]([NH:10][C:11]([C:13]2[NH:14][C:15]([CH2:19][CH3:20])=[C:16]([Cl:18])[N:17]=2)=[O:12])[CH2:8][CH2:7][N:6]([C:21]2[S:22][C:23]3[C:29]([C:30]([O:32][CH2:33][CH3:34])=[O:31])=[CH:28][CH:27]=[CH:26][C:24]=3[N:25]=2)[CH2:5]1)=[N+]=[N-].C1(P(C2C=CC=CC=2)C2C=CC=CC=2)C=CC=CC=1.O, predict the reaction product. The product is: [NH2:1][C@H:4]1[C@@H:9]([NH:10][C:11]([C:13]2[NH:14][C:15]([CH2:19][CH3:20])=[C:16]([Cl:18])[N:17]=2)=[O:12])[CH2:8][CH2:7][N:6]([C:21]2[S:22][C:23]3[C:29]([C:30]([O:32][CH2:33][CH3:34])=[O:31])=[CH:28][CH:27]=[CH:26][C:24]=3[N:25]=2)[CH2:5]1. (5) The product is: [F:1][C:2]1[CH:10]=[C:9]([F:11])[CH:8]=[C:7]([F:12])[C:3]=1[C:4]([C:20]1[CH:19]=[C:18]([C:22]([OH:24])=[O:23])[NH:17][CH:21]=1)=[O:5]. Given the reactants [F:1][C:2]1[CH:10]=[C:9]([F:11])[CH:8]=[C:7]([F:12])[C:3]=1[C:4](Cl)=[O:5].[Al+3].[Cl-].[Cl-].[Cl-].[NH:17]1[CH:21]=[CH:20][CH:19]=[C:18]1[C:22]([OH:24])=[O:23].Cl, predict the reaction product. (6) The product is: [CH2:40]([O:35][C@@H:13]1[C@@H:12]([O:36][CH2:26][C:27]2[CH:32]=[CH:31][CH:30]=[CH:29][CH:28]=2)[C@H:11]([O:37][CH2:18][C:19]2[CH:24]=[CH:23][CH:22]=[CH:21][CH:20]=2)[C@@H:10]([CH2:9][O:8][Si:1]([C:4]([CH3:7])([CH3:5])[CH3:6])([CH3:2])[CH3:3])[O:15][C@H:14]1[N:16]1[C:24]2[C:19](=[CH:20][CH:21]=[C:22]([CH3:25])[CH:23]=2)[C:18]([CH2:26][C:27]2[CH:28]=[CH:29][C:30]([O:33][CH3:34])=[CH:31][CH:32]=2)=[CH:17]1)[C:41]1[CH:46]=[CH:45][CH:44]=[CH:43][CH:42]=1. Given the reactants [Si:1]([O:8][CH2:9][C@H:10]1[O:15][C@@H:14]([N:16]2[C:24]3[C:19](=[CH:20][CH:21]=[C:22]([CH3:25])[CH:23]=3)[C:18]([CH2:26][C:27]3[CH:32]=[CH:31][C:30]([O:33][CH3:34])=[CH:29][CH:28]=3)=[CH:17]2)[C@H:13]([OH:35])[C@@H:12]([OH:36])[C@@H:11]1[OH:37])([C:4]([CH3:7])([CH3:6])[CH3:5])([CH3:3])[CH3:2].[H-].[Na+].[CH2:40](Br)[C:41]1[CH:46]=[CH:45][CH:44]=[CH:43][CH:42]=1, predict the reaction product.